From a dataset of Catalyst prediction with 721,799 reactions and 888 catalyst types from USPTO. Predict which catalyst facilitates the given reaction. (1) Reactant: C(N(CC)CC)C.[Si:8](Cl)([C:11]([CH3:14])([CH3:13])[CH3:12])([CH3:10])[CH3:9].[OH:16][CH2:17][C:18]1[NH:19][C:20]2[CH:26]=[CH:25][CH:24]=[CH:23][C:21]=2[N:22]=1. Product: [Si:8]([O:16][CH2:17][C:18]1[NH:22][C:21]2[CH:23]=[CH:24][CH:25]=[CH:26][C:20]=2[N:19]=1)([C:11]([CH3:14])([CH3:13])[CH3:12])([CH3:10])[CH3:9]. The catalyst class is: 3. (2) Reactant: [CH:1]([CH:3]=O)=[O:2].[CH2:5]([NH:7][CH2:8][C@H:9]([C:11]1[CH:16]=[CH:15][CH:14]=[CH:13][CH:12]=1)[OH:10])[CH3:6]. Product: [CH2:5]([N:7]1[CH2:8][C@H:9]([C:11]2[CH:16]=[CH:15][CH:14]=[CH:13][CH:12]=2)[O:10][C:1](=[O:2])[CH2:3]1)[CH3:6]. The catalyst class is: 11. (3) Reactant: [CH3:1][C:2]1[CH:3]=[C:4]([CH:8]=[CH:9][C:10]=1[N:11]1[CH2:16][CH2:15][O:14][CH2:13][C:12]1=[O:17])[C:5]([OH:7])=O.[Cl:18][C:19]1[CH:35]=[CH:34][C:22]2[NH:23][C:24]([CH:26]([NH2:33])[C:27]3[CH:28]=[N:29][CH:30]=[CH:31][CH:32]=3)=[N:25][C:21]=2[CH:20]=1.CN(C(ON1N=NC2C=CC=CC1=2)=[N+](C)C)C.[B-](F)(F)(F)F.CCN(C(C)C)C(C)C. Product: [Cl:18][C:19]1[CH:35]=[CH:34][C:22]2[NH:23][C:24]([CH:26]([NH:33][C:5](=[O:7])[C:4]3[CH:8]=[CH:9][C:10]([N:11]4[CH2:16][CH2:15][O:14][CH2:13][C:12]4=[O:17])=[C:2]([CH3:1])[CH:3]=3)[C:27]3[CH:28]=[N:29][CH:30]=[CH:31][CH:32]=3)=[N:25][C:21]=2[CH:20]=1. The catalyst class is: 1. (4) Reactant: Cl.[I:2][C:3]1[CH:4]=[C:5]([CH:9]=[C:10]([C:12]([O:14][CH3:15])=[O:13])[CH:11]=1)[C:6]([O-])=[O:7].[Na+].C(Cl)(=O)C(Cl)=O.C[N:24](C=O)C. Product: [C:6]([C:5]1[CH:9]=[C:10]([CH:11]=[C:3]([I:2])[CH:4]=1)[C:12]([O:14][CH3:15])=[O:13])(=[O:7])[NH2:24]. The catalyst class is: 6. (5) Reactant: [Cl:1][C:2]1[CH:18]=[C:17]([N+:19]([O-])=O)[CH:16]=[CH:15][C:3]=1[O:4][C:5]1[CH:13]=[CH:12][CH:11]=[C:10]2[C:6]=1[CH2:7][CH2:8][C:9]2=[O:14].[Cl-].[Ca+2].[Cl-].C(O)C. Product: [NH2:19][C:17]1[CH:16]=[CH:15][C:3]([O:4][C:5]2[CH:13]=[CH:12][CH:11]=[C:10]3[C:6]=2[CH2:7][CH2:8][C:9]3=[O:14])=[C:2]([Cl:1])[CH:18]=1. The catalyst class is: 6.